From a dataset of CYP2D6 inhibition data for predicting drug metabolism from PubChem BioAssay. Regression/Classification. Given a drug SMILES string, predict its absorption, distribution, metabolism, or excretion properties. Task type varies by dataset: regression for continuous measurements (e.g., permeability, clearance, half-life) or binary classification for categorical outcomes (e.g., BBB penetration, CYP inhibition). Dataset: cyp2d6_veith. The drug is COc1ccccc1NC(=O)Cn1nnc(-c2ccccc2NC(=O)c2cc3ccccc3oc2=O)n1. The result is 0 (non-inhibitor).